Dataset: Reaction yield outcomes from USPTO patents with 853,638 reactions. Task: Predict the reaction yield, written as a fraction of the theoretical maximum amount of product (1.0 means a 100% yield; for example, 0.34 means a 34% yield). (1) The reactants are [CH:1]([O:4][C:5]([N:7]1[CH2:12][CH2:11][CH:10]([O:13][C:14]2[C:19]([C:20]#[N:21])=[C:18]([NH:22][C:23]3[CH:28]=[CH:27][C:26](I)=[CH:25][C:24]=3[F:30])[N:17]=[CH:16][N:15]=2)[CH2:9][CH2:8]1)=[O:6])([CH3:3])[CH3:2].[CH:31]([NH2:34])([CH3:33])[CH3:32].N1CCC[C@H]1C(O)=O.C(=O)([O-])[O-].[K+].[K+]. The catalyst is CS(C)=O.[Cu](I)I. The product is [CH:1]([O:4][C:5]([N:7]1[CH2:12][CH2:11][CH:10]([O:13][C:14]2[C:19]([C:20]#[N:21])=[C:18]([NH:22][C:23]3[CH:28]=[CH:27][C:26]([NH:34][CH:31]([CH3:33])[CH3:32])=[CH:25][C:24]=3[F:30])[N:17]=[CH:16][N:15]=2)[CH2:9][CH2:8]1)=[O:6])([CH3:3])[CH3:2]. The yield is 0.230. (2) The product is [CH2:17]([O:19][C:20]([C:22]1([CH3:28])[CH2:27][CH2:26][N:25]([C:11]2[N:10]=[N:9][C:8]([CH2:1][C:2]3[CH:7]=[CH:6][CH:5]=[CH:4][CH:3]=3)=[C:13]([CH3:14])[C:12]=2[CH3:15])[CH2:24][CH2:23]1)=[O:21])[CH3:18]. The catalyst is CN1C(=O)CCC1. The yield is 0.410. The reactants are [CH2:1]([C:8]1[N:9]=[N:10][C:11](Cl)=[C:12]([CH3:15])[C:13]=1[CH3:14])[C:2]1[CH:7]=[CH:6][CH:5]=[CH:4][CH:3]=1.[CH2:17]([O:19][C:20]([C:22]1([CH3:28])[CH2:27][CH2:26][NH:25][CH2:24][CH2:23]1)=[O:21])[CH3:18].CCN(C(C)C)C(C)C. (3) The reactants are C[O:2][C:3]1[CH:12]=[CH:11][CH:10]=[C:9]2[C:4]=1[CH2:5][CH2:6][CH:7]([N:13]([CH3:15])[CH3:14])[CH2:8]2.B(Br)(Br)Br.N. The catalyst is C(Cl)Cl. The product is [CH3:14][N:13]([CH3:15])[CH:7]1[CH2:6][CH2:5][C:4]2[C:3]([OH:2])=[CH:12][CH:11]=[CH:10][C:9]=2[CH2:8]1. The yield is 0.340. (4) The reactants are [CH2:1]([N:8]([C:10]([NH:12][C:13]1[CH:14]=[N:15][N:16]([CH2:18][C:19]2[C:20]([CH3:25])=[N:21][O:22][C:23]=2[CH3:24])[CH:17]=1)=[O:11])[NH2:9])[C:2]1[CH:7]=[CH:6][CH:5]=[CH:4][CH:3]=1.Cl[C:27](OCC)=[O:28].C(N(CC)CC)C.[OH-].[Na+]. The catalyst is C(#N)C. The product is [CH2:1]([N:8]1[C:10](=[O:11])[N:12]([C:13]2[CH:14]=[N:15][N:16]([CH2:18][C:19]3[C:20]([CH3:25])=[N:21][O:22][C:23]=3[CH3:24])[CH:17]=2)[C:27](=[O:28])[NH:9]1)[C:2]1[CH:7]=[CH:6][CH:5]=[CH:4][CH:3]=1. The yield is 0.600. (5) The reactants are [OH:1][C:2]1[C:9]([N+:10]([O-:12])=[O:11])=[CH:8][C:5]([CH:6]=[O:7])=[CH:4][C:3]=1[O:13]C.B(Br)(Br)Br.CCOC(C)=O. The catalyst is C(Cl)Cl. The product is [OH:13][C:3]1[CH:4]=[C:5]([CH:8]=[C:9]([N+:10]([O-:12])=[O:11])[C:2]=1[OH:1])[CH:6]=[O:7]. The yield is 0.646. (6) The reactants are [Cl:1][C:2]1[C:3]([O:12][CH3:13])=[C:4]([CH:7]=[CH:8][C:9]=1[O:10][CH3:11])[CH:5]=O.C(O)(=O)[CH2:15][C:16]([OH:18])=[O:17].N1CCCCC1. The catalyst is N1C=CC=CC=1. The product is [Cl:1][C:2]1[C:3]([O:12][CH3:13])=[C:4]([CH:5]=[CH:15][C:16]([OH:18])=[O:17])[CH:7]=[CH:8][C:9]=1[O:10][CH3:11]. The yield is 0.950.